Dataset: CYP2D6 inhibition data for predicting drug metabolism from PubChem BioAssay. Task: Regression/Classification. Given a drug SMILES string, predict its absorption, distribution, metabolism, or excretion properties. Task type varies by dataset: regression for continuous measurements (e.g., permeability, clearance, half-life) or binary classification for categorical outcomes (e.g., BBB penetration, CYP inhibition). Dataset: cyp2d6_veith. (1) The result is 0 (non-inhibitor). The drug is CC1CCCC(NC(=O)c2n[nH]c(=O)c3ccccc23)C1C. (2) The drug is Cc1cc2c(C(F)(F)F)cc(=O)oc2c2c1NCCC2. The result is 0 (non-inhibitor).